From a dataset of Full USPTO retrosynthesis dataset with 1.9M reactions from patents (1976-2016). Predict the reactants needed to synthesize the given product. (1) Given the product [C:4]([C:3]1[N:6]=[C:9]([CH3:10])[CH2:12][C:13]([CH3:14])=[N:1][C:2]=1[C:7]#[N:8])#[N:5], predict the reactants needed to synthesize it. The reactants are: [NH2:1]/[C:2](/[C:7]#[N:8])=[C:3](\[NH2:6])/[C:4]#[N:5].[C:9]([CH2:12][C:13](=O)[CH3:14])(=O)[CH3:10].O=P12OP3(OP(OP(O3)(O1)=O)(=O)O2)=O. (2) Given the product [CH2:32]([NH:34][C:2]1[N:7]=[CH:6][C:5]([CH2:8][N:9]2[CH:14]=[C:13]([C:15]3[O:19][N:18]=[C:17]([C:20]4[CH:25]=[CH:24][C:23]([O:26][C:27]([F:30])([F:29])[F:28])=[CH:22][CH:21]=4)[N:16]=3)[CH:12]=[CH:11][C:10]2=[O:31])=[CH:4][CH:3]=1)[CH3:33], predict the reactants needed to synthesize it. The reactants are: Cl[C:2]1[N:7]=[CH:6][C:5]([CH2:8][N:9]2[CH:14]=[C:13]([C:15]3[O:19][N:18]=[C:17]([C:20]4[CH:25]=[CH:24][C:23]([O:26][C:27]([F:30])([F:29])[F:28])=[CH:22][CH:21]=4)[N:16]=3)[CH:12]=[CH:11][C:10]2=[O:31])=[CH:4][CH:3]=1.[CH2:32]([NH2:34])[CH3:33].